This data is from Full USPTO retrosynthesis dataset with 1.9M reactions from patents (1976-2016). The task is: Predict the reactants needed to synthesize the given product. (1) Given the product [N:22]1([CH2:2][C:3]([N:5]([C:7]2[CH:12]=[CH:11][C:10]([N+:13]([O-:15])=[O:14])=[CH:9][CH:8]=2)[CH3:6])=[O:4])[CH2:27][CH2:26][CH2:25][CH2:24][CH2:23]1, predict the reactants needed to synthesize it. The reactants are: Br[CH2:2][C:3]([N:5]([C:7]1[CH:12]=[CH:11][C:10]([N+:13]([O-:15])=[O:14])=[CH:9][CH:8]=1)[CH3:6])=[O:4].C(=O)([O-])[O-].[K+].[K+].[NH:22]1[CH2:27][CH2:26][CH2:25][CH2:24][CH2:23]1. (2) Given the product [CH3:49][O:48][C:45]1[CH:44]=[CH:43][C:42]([CH2:41][C:40]([NH:39][C:36]2[CH:35]=[CH:34][C:33]([C:32]([N:31]([CH2:52][C:53]([OH:55])=[O:54])[CH2:30][C:29]3[CH:28]=[CH:27][C:26]([O:15][C:14](=[O:16])[C:13]4[CH:12]=[CH:11][C:10]([O:9][CH2:1][CH2:2][CH2:3][CH2:4][CH2:5][CH2:6][CH2:7][CH3:8])=[CH:18][CH:17]=4)=[CH:61][CH:60]=3)=[O:51])=[CH:38][CH:37]=2)=[O:50])=[CH:47][CH:46]=1, predict the reactants needed to synthesize it. The reactants are: [CH2:1]([O:9][C:10]1[CH:18]=[CH:17][C:13]([C:14]([OH:16])=[O:15])=[CH:12][CH:11]=1)[CH2:2][CH2:3][CH2:4][CH2:5][CH2:6][CH2:7][CH3:8].C(Cl)(=O)C(Cl)=O.O[C:26]1[CH:61]=[CH:60][C:29]([CH2:30][N:31]([CH2:52][C:53]([O:55]C(C)(C)C)=[O:54])[C:32](=[O:51])[C:33]2[CH:38]=[CH:37][C:36]([NH:39][C:40](=[O:50])[CH2:41][C:42]3[CH:47]=[CH:46][C:45]([O:48][CH3:49])=[CH:44][CH:43]=3)=[CH:35][CH:34]=2)=[CH:28][CH:27]=1.C(O)(C(F)(F)F)=O. (3) Given the product [OH:41][CH2:40][CH2:39][N:28]1[CH2:29][CH2:30][CH:25]([NH:24][C:22]([NH:21][C:16]2[CH:17]=[C:18]3[C:13](=[CH:14][CH:15]=2)[N:12]=[C:11]([NH:10][C@H:1]2[C:9]4[C:4](=[CH:5][CH:6]=[CH:7][CH:8]=4)[CH2:3][CH2:2]2)[CH:20]=[CH:19]3)=[O:23])[CH2:26][CH2:27]1, predict the reactants needed to synthesize it. The reactants are: [C@H:1]1([NH:10][C:11]2[CH:20]=[CH:19][C:18]3[C:13](=[CH:14][CH:15]=[C:16]([NH:21][C:22]([NH:24][CH:25]4[CH2:30][CH2:29][NH:28][CH2:27][CH2:26]4)=[O:23])[CH:17]=3)[N:12]=2)[C:9]2[C:4](=[CH:5][CH:6]=[CH:7][CH:8]=2)[CH2:3][CH2:2]1.C(N(CC)CC)C.Br[CH2:39][CH2:40][OH:41]. (4) Given the product [Cl:43][C:31]1[CH:30]=[C:29]([NH:28][C:21]2[C:20]3[C:25](=[CH:26][CH:27]=[C:18]([C:17]#[C:16][CH2:15][NH:14][C:13]([NH:2][CH3:1])=[O:12])[CH:19]=3)[N:24]=[CH:23][N:22]=2)[CH:34]=[CH:33][C:32]=1[O:35][C:36]1[CH:37]=[N:38][C:39]([CH3:42])=[CH:40][CH:41]=1, predict the reactants needed to synthesize it. The reactants are: [CH3:1][NH:2]C(=O)N.C1([O:12][C:13](=O)[NH:14][CH2:15][C:16]#[C:17][C:18]2[CH:19]=[C:20]3[C:25](=[CH:26][CH:27]=2)[N:24]=[CH:23][N:22]=[C:21]3[NH:28][C:29]2[CH:34]=[CH:33][C:32]([O:35][C:36]3[CH:37]=[N:38][C:39]([CH3:42])=[CH:40][CH:41]=3)=[C:31]([Cl:43])[CH:30]=2)C=CC=CC=1.CN. (5) Given the product [NH2:14][C:15]1[CH:20]=[CH:19][C:18]([O:21][C:2]2[CH:12]=[C:11]([F:13])[CH:10]=[CH:9][C:3]=2[C:4]([O:6][CH2:7][CH3:8])=[O:5])=[C:17]([Cl:22])[CH:16]=1, predict the reactants needed to synthesize it. The reactants are: F[C:2]1[CH:12]=[C:11]([F:13])[CH:10]=[CH:9][C:3]=1[C:4]([O:6][CH2:7][CH3:8])=[O:5].[NH2:14][C:15]1[CH:20]=[CH:19][C:18]([OH:21])=[C:17]([Cl:22])[CH:16]=1.[O-]P([O-])([O-])=O.[K+].[K+].[K+]. (6) Given the product [Cl:17][C:16]1[C:7]([CH2:6][N:36]2[CH2:40][CH2:39][CH2:38][C@H:37]2[C:41]([NH2:43])=[O:42])=[C:8]([C:32]([F:33])([F:34])[F:35])[CH:9]=[C:10]2[C:15]=1[N:14]=[CH:13][N:12]([CH2:18][C:19]1[CH:24]=[C:23]([Cl:25])[CH:22]=[CH:21][C:20]=1[S:26]([CH2:29][CH3:30])(=[O:28])=[O:27])[C:11]2=[O:31], predict the reactants needed to synthesize it. The reactants are: CS(O[CH2:6][C:7]1[C:16]([Cl:17])=[C:15]2[C:10]([C:11](=[O:31])[N:12]([CH2:18][C:19]3[CH:24]=[C:23]([Cl:25])[CH:22]=[CH:21][C:20]=3[S:26]([CH2:29][CH3:30])(=[O:28])=[O:27])[CH:13]=[N:14]2)=[CH:9][C:8]=1[C:32]([F:35])([F:34])[F:33])(=O)=O.[NH:36]1[CH2:40][CH2:39][CH2:38][C@H:37]1[C:41]([NH2:43])=[O:42].C(=O)([O-])[O-].[K+].[K+]. (7) Given the product [CH2:1]([O:8][C:9]([N:11]1[CH2:15][CH2:14][C:13]([C:16]#[N:17])([NH:18][C:34](=[O:35])[CH:36]([NH:42][C:43]([N:45]2[CH2:46][CH2:47][O:48][CH2:49][CH2:50]2)=[O:44])[CH2:37][CH:38]2[CH2:40][CH2:57][CH2:56][CH2:55][CH2:41]2)[CH2:12]1)=[O:10])[C:2]1[CH:7]=[CH:6][CH:5]=[CH:4][CH:3]=1, predict the reactants needed to synthesize it. The reactants are: [CH2:1]([O:8][C:9]([N:11]1[CH2:15][CH2:14][C:13]([NH2:18])([C:16]#[N:17])[CH2:12]1)=[O:10])[C:2]1[CH:7]=[CH:6][CH:5]=[CH:4][CH:3]=1.C(C1(N[C:34]([CH:36]([NH:42][C:43]([N:45]2[CH2:50][CH2:49][O:48][CH2:47][CH2:46]2)=[O:44])[CH2:37][C:38]([CH3:41])([CH3:40])C)=[O:35])CCN(C2C=CC=CC=2)CC1)#N.C(N1CC[C:57](N)(C#N)[CH2:56][CH2:55]1)(=O)C. (8) The reactants are: Cl.[Br:2][C:3]1[CH:4]=[CH:5][C:6]([F:27])=[C:7]([C:9]23[CH2:17][O:16][CH2:15][CH:14]2[CH2:13][S:12][C:11]([NH:18]C(=O)C2C=CC=CC=2)=[N:10]3)[CH:8]=1. Given the product [Br:2][C:3]1[CH:4]=[CH:5][C:6]([F:27])=[C:7]([C:9]23[CH2:17][O:16][CH2:15][CH:14]2[CH2:13][S:12][C:11]([NH2:18])=[N:10]3)[CH:8]=1, predict the reactants needed to synthesize it.